This data is from Catalyst prediction with 721,799 reactions and 888 catalyst types from USPTO. The task is: Predict which catalyst facilitates the given reaction. (1) Reactant: [CH3:1][C:2]1[C:6]([C:7]2[N:8]([C:22]3[CH:27]=[CH:26][C:25]([OH:28])=[CH:24][CH:23]=3)[C:9]3[C:14]([C:15]=2[C:16](=O)[C:17]([F:20])([F:19])[F:18])=[CH:13][CH:12]=[CH:11][CH:10]=3)=[C:5]([CH3:29])[O:4][N:3]=1.Cl.[NH2:31][OH:32].N1C=CC=CC=1. Product: [CH3:1][C:2]1[C:6]([C:7]2[N:8]([C:22]3[CH:23]=[CH:24][C:25]([OH:28])=[CH:26][CH:27]=3)[C:9]3[C:14]([C:15]=2[C:16](=[N:31][OH:32])[C:17]([F:20])([F:18])[F:19])=[CH:13][CH:12]=[CH:11][CH:10]=3)=[C:5]([CH3:29])[O:4][N:3]=1. The catalyst class is: 14. (2) Reactant: Cl.[CH3:2][O:3][C:4](=[O:10])[C@@H:5]1[CH2:9][CH2:8][CH2:7][NH:6]1.C(N(CC)CC)C.[Cl:18][C:19]1[CH:20]=[C:21]([S:26](Cl)(=[O:28])=[O:27])[CH:22]=[C:23]([Cl:25])[CH:24]=1. Product: [CH3:2][O:3][C:4](=[O:10])[C@@H:5]1[CH2:9][CH2:8][CH2:7][N:6]1[S:26]([C:21]1[CH:20]=[C:19]([Cl:18])[CH:24]=[C:23]([Cl:25])[CH:22]=1)(=[O:28])=[O:27]. The catalyst class is: 2. (3) Reactant: [CH:1]1([C:7]2[NH:8][C:9]3[C:14]([CH:15]=2)=[CH:13][C:12]([N+:16]([O-:18])=[O:17])=[CH:11][CH:10]=3)[CH2:6][CH2:5][CH2:4][CH2:3][CH2:2]1.[CH2:19](I)[CH3:20]. Product: [CH:1]1([C:7]2[N:8]([CH2:19][CH3:20])[C:9]3[C:14]([CH:15]=2)=[CH:13][C:12]([N+:16]([O-:18])=[O:17])=[CH:11][CH:10]=3)[CH2:2][CH2:3][CH2:4][CH2:5][CH2:6]1. The catalyst class is: 634. (4) Reactant: [CH:1]1([CH:7]([NH:32]C(OC(C)(C)C)=O)[CH2:8][CH2:9][N:10]2[CH2:15][CH2:14][CH:13]([N:16]([CH2:30][CH3:31])[C:17](=[O:29])[CH2:18][C:19]3[CH:24]=[CH:23][C:22]([S:25]([CH3:28])(=[O:27])=[O:26])=[CH:21][CH:20]=3)[CH2:12][CH2:11]2)[CH2:6][CH2:5][CH2:4][CH2:3][CH2:2]1. Product: [CH:1]1([CH:7]([NH2:32])[CH2:8][CH2:9][N:10]2[CH2:11][CH2:12][CH:13]([N:16]([CH2:30][CH3:31])[C:17](=[O:29])[CH2:18][C:19]3[CH:24]=[CH:23][C:22]([S:25]([CH3:28])(=[O:26])=[O:27])=[CH:21][CH:20]=3)[CH2:14][CH2:15]2)[CH2:6][CH2:5][CH2:4][CH2:3][CH2:2]1. The catalyst class is: 55. (5) Reactant: [C:1]1([CH3:20])[CH:6]=[CH:5][CH:4]=[C:3]([N:7]2[C:11]3[CH:12]=[C:13](C#N)[C:14](C#N)=[CH:15][C:10]=3[N:9]=[CH:8]2)[CH:2]=1.[CH2:21](Cl)Cl.[F:24][C:25]([F:32])([F:31])[S:26]([O:29]C)(=[O:28])=[O:27].C[C:34]#[N:35]. Product: [F:24][C:25]([F:32])([F:31])[S:26]([O-:29])(=[O:28])=[O:27].[C:34]([C:12]1[C:11]2[N:7]([C:3]3[CH:2]=[C:1]([CH3:20])[CH:6]=[CH:5][CH:4]=3)[CH:8]=[N+:9]([CH3:21])[C:10]=2[CH:15]=[CH:14][CH:13]=1)#[N:35]. The catalyst class is: 28. (6) Reactant: [CH:1]1([NH:4][C:5]([NH:7][NH:8][C:9]([C:11]2[CH:16]=[CH:15][CH:14]=[CH:13][C:12]=2[O:17][C:18]([F:21])([F:20])[F:19])=O)=[O:6])[CH2:3][CH2:2]1.Cl. Product: [CH:1]1([N:4]2[C:9]([C:11]3[CH:16]=[CH:15][CH:14]=[CH:13][C:12]=3[O:17][C:18]([F:21])([F:20])[F:19])=[N:8][NH:7][C:5]2=[O:6])[CH2:3][CH2:2]1. The catalyst class is: 74.